Dataset: Forward reaction prediction with 1.9M reactions from USPTO patents (1976-2016). Task: Predict the product of the given reaction. Given the reactants [CH3:1][C:2]1[CH:7]=[CH:6][C:5]([C:8](=[O:16])[CH2:9][C:10]2[CH:15]=[CH:14][CH:13]=[CH:12][CH:11]=2)=[CH:4][CH:3]=1.CO[CH:19](OC)[N:20]([CH3:22])[CH3:21], predict the reaction product. The product is: [CH3:19][N:20]([CH3:22])[CH:21]=[C:9]([C:10]1[CH:11]=[CH:12][CH:13]=[CH:14][CH:15]=1)[C:8]([C:5]1[CH:4]=[CH:3][C:2]([CH3:1])=[CH:7][CH:6]=1)=[O:16].